This data is from Merck oncology drug combination screen with 23,052 pairs across 39 cell lines. The task is: Regression. Given two drug SMILES strings and cell line genomic features, predict the synergy score measuring deviation from expected non-interaction effect. (1) Drug 1: C=CCn1c(=O)c2cnc(Nc3ccc(N4CCN(C)CC4)cc3)nc2n1-c1cccc(C(C)(C)O)n1. Drug 2: CNC(=O)c1cc(Oc2ccc(NC(=O)Nc3ccc(Cl)c(C(F)(F)F)c3)cc2)ccn1. Cell line: A2780. Synergy scores: synergy=-1.51. (2) Drug 1: Cc1nc(Nc2ncc(C(=O)Nc3c(C)cccc3Cl)s2)cc(N2CCN(CCO)CC2)n1. Drug 2: NC1CCCCC1N.O=C(O)C(=O)O.[Pt+2]. Cell line: NCIH460. Synergy scores: synergy=-30.2. (3) Drug 1: Cn1nnc2c(C(N)=O)ncn2c1=O. Drug 2: CC(C)CC(NC(=O)C(Cc1ccccc1)NC(=O)c1cnccn1)B(O)O. Cell line: COLO320DM. Synergy scores: synergy=-7.36. (4) Drug 1: CN(Cc1cnc2nc(N)nc(N)c2n1)c1ccc(C(=O)NC(CCC(=O)O)C(=O)O)cc1. Drug 2: O=C(CCCCCCC(=O)Nc1ccccc1)NO. Cell line: HT144. Synergy scores: synergy=-5.87. (5) Drug 1: O=C(CCCCCCC(=O)Nc1ccccc1)NO. Drug 2: O=C(NOCC(O)CO)c1ccc(F)c(F)c1Nc1ccc(I)cc1F. Cell line: RPMI7951. Synergy scores: synergy=-7.75. (6) Drug 1: CCN(CC)CCNC(=O)c1c(C)[nH]c(C=C2C(=O)Nc3ccc(F)cc32)c1C. Drug 2: CCc1cnn2c(NCc3ccc[n+]([O-])c3)cc(N3CCCCC3CCO)nc12. Cell line: OV90. Synergy scores: synergy=2.77. (7) Drug 1: O=C(CCCCCCC(=O)Nc1ccccc1)NO. Drug 2: NC(=O)c1cccc2cn(-c3ccc(C4CCCNC4)cc3)nc12. Cell line: A2780. Synergy scores: synergy=13.1. (8) Drug 1: Cc1nc(Nc2ncc(C(=O)Nc3c(C)cccc3Cl)s2)cc(N2CCN(CCO)CC2)n1. Drug 2: Cn1c(=O)n(-c2ccc(C(C)(C)C#N)cc2)c2c3cc(-c4cnc5ccccc5c4)ccc3ncc21. Cell line: DLD1. Synergy scores: synergy=47.0. (9) Drug 1: CN1C(=O)C=CC2(C)C3CCC4(C)C(NC(=O)OCC(F)(F)F)CCC4C3CCC12. Drug 2: O=P1(N(CCCl)CCCl)NCCCO1. Cell line: LOVO. Synergy scores: synergy=-7.13. (10) Drug 1: N#Cc1ccc(Cn2cncc2CN2CCN(c3cccc(Cl)c3)C(=O)C2)cc1. Drug 2: CCC1(O)C(=O)OCc2c1cc1n(c2=O)Cc2cc3c(CN(C)C)c(O)ccc3nc2-1. Cell line: SKOV3. Synergy scores: synergy=13.6.